This data is from Full USPTO retrosynthesis dataset with 1.9M reactions from patents (1976-2016). The task is: Predict the reactants needed to synthesize the given product. (1) Given the product [Cl:1][C:2]1[S:6][C:5]([C:7]2[C:14]([C:15]#[N:16])=[C:13]([OH:17])[C:12]([OH:18])=[CH:11][C:8]=2[C:9]#[N:10])=[CH:4][CH:3]=1, predict the reactants needed to synthesize it. The reactants are: [Cl:1][C:2]1[S:6][C:5]([C:7]2[C:14]([C:15]#[N:16])=[C:13]([OH:17])[C:12]([O:18]C)=[CH:11][C:8]=2[C:9]#[N:10])=[CH:4][CH:3]=1.ClC1SC(B(O)O)=CC=1.BrC1C(C#N)=C(O)C(OC)=CC=1C#N. (2) Given the product [CH2:13]([C:17]1[N:18]=[C:19]([CH3:48])[N:20]([CH2:39][C:40]2[CH:45]=[CH:44][C:43]([O:46][CH3:47])=[CH:42][CH:41]=2)[C:21](=[O:38])[C:22]=1[CH2:23][C:24]1[CH:25]=[CH:26][C:27]([C:30]2[CH:35]=[CH:34][CH:33]=[CH:32][C:31]=2[C:36]2[NH:3][C:4](=[O:7])[O:5][N:37]=2)=[CH:28][CH:29]=1)[CH2:14][CH2:15][CH3:16], predict the reactants needed to synthesize it. The reactants are: [Cl-].O[NH3+:3].[C:4](=[O:7])([O-])[OH:5].[Na+].CS(C)=O.[CH2:13]([C:17]1[N:18]=[C:19]([CH3:48])[N:20]([CH2:39][C:40]2[CH:45]=[CH:44][C:43]([O:46][CH3:47])=[CH:42][CH:41]=2)[C:21](=[O:38])[C:22]=1[CH2:23][C:24]1[CH:29]=[CH:28][C:27]([C:30]2[C:31]([C:36]#[N:37])=[CH:32][CH:33]=[CH:34][CH:35]=2)=[CH:26][CH:25]=1)[CH2:14][CH2:15][CH3:16]. (3) Given the product [NH2:12][CH2:11][C:8]1[CH2:9][CH2:10][C@H:5]([C:2]([OH:1])([CH3:3])[CH3:4])[CH2:6][CH:7]=1, predict the reactants needed to synthesize it. The reactants are: [OH:1][C:2]([C@H:5]1[CH2:10][CH2:9][C:8]([CH2:11][N:12]2C(=O)C3C(=CC=CC=3)C2=O)=[CH:7][CH2:6]1)([CH3:4])[CH3:3].O.NN. (4) Given the product [F:25][C:22]1[CH:21]=[CH:20][C:19]([C:16]2[NH:17][CH:18]=[C:14]([CH2:13][CH2:12][CH2:11][NH:10][S:2]([CH3:1])(=[O:5])=[O:3])[C:15]=2[C:26]2[CH:31]=[CH:30][N:29]=[CH:28][CH:27]=2)=[CH:24][CH:23]=1, predict the reactants needed to synthesize it. The reactants are: [CH3:1][S:2]([O:5]S(C)(=O)=O)(=O)=[O:3].[NH2:10][CH2:11][CH2:12][CH2:13][C:14]1[C:15]([C:26]2[CH:31]=[CH:30][N:29]=[CH:28][CH:27]=2)=[C:16]([C:19]2[CH:24]=[CH:23][C:22]([F:25])=[CH:21][CH:20]=2)[NH:17][CH:18]=1.O. (5) Given the product [Cl:1][C:2]1[CH:3]=[N:4][C:5]2[C:10]([C:11]=1[CH:12]([O:17][Si:25]([CH2:28][CH3:29])([CH2:26][CH3:27])[CH2:23][CH3:24])[CH2:13][N+:14]([O-:16])=[O:15])=[CH:9][CH:8]=[CH:7][CH:6]=2, predict the reactants needed to synthesize it. The reactants are: [Cl:1][C:2]1[CH:3]=[N:4][C:5]2[C:10]([C:11]=1[CH:12]([OH:17])[CH2:13][N+:14]([O-:16])=[O:15])=[CH:9][CH:8]=[CH:7][CH:6]=2.N1C=CN=C1.[CH2:23]([Si:25](Cl)([CH2:28][CH3:29])[CH2:26][CH3:27])[CH3:24]. (6) Given the product [CH2:1]([N:4]([CH2:15][CH:16]=[N:19][OH:20])[C:5](=[O:14])[O:6][CH2:7][C:8]1[CH:13]=[CH:12][CH:11]=[CH:10][CH:9]=1)[CH:2]=[CH2:3], predict the reactants needed to synthesize it. The reactants are: [CH2:1]([N:4]([CH2:15][CH:16]=O)[C:5](=[O:14])[O:6][CH2:7][C:8]1[CH:13]=[CH:12][CH:11]=[CH:10][CH:9]=1)[CH:2]=[CH2:3].Cl.[NH2:19][OH:20].O.O.O.C([O-])(=O)C.[Na+]. (7) Given the product [Br:7][C:8]1[CH:34]=[C:33]([F:35])[CH:32]=[CH:31][C:9]=1[O:10][C:11]1[C:20]2[C:15](=[CH:16][C:17]([C:5]#[C:4][CH2:3][N:2]([CH3:6])[CH3:1])=[C:18]([O:21][CH3:22])[CH:19]=2)[N:14]=[CH:13][N:12]=1, predict the reactants needed to synthesize it. The reactants are: [CH3:1][N:2]([CH3:6])[CH2:3][C:4]#[CH:5].[Br:7][C:8]1[CH:34]=[C:33]([F:35])[CH:32]=[CH:31][C:9]=1[O:10][C:11]1[C:20]2[C:15](=[CH:16][C:17](OS(C(F)(F)F)(=O)=O)=[C:18]([O:21][CH3:22])[CH:19]=2)[N:14]=[CH:13][N:12]=1. (8) Given the product [Cl:26][C:27]1[CH:32]=[C:31]([CH3:33])[CH:30]=[CH:29][C:28]=1[CH:34]([CH:36]1[CH2:38][CH2:37]1)[C:22]1[C:21]2[C:25](=[C:17]([CH2:16][S:13]([CH3:12])(=[O:15])=[O:14])[CH:18]=[CH:19][CH:20]=2)[NH:24][CH:23]=1, predict the reactants needed to synthesize it. The reactants are: [Cl-].[In+3].[Cl-].[Cl-].FC(F)(F)C(O)=O.[CH3:12][S:13]([CH2:16][C:17]1[CH:18]=[CH:19][CH:20]=[C:21]2[C:25]=1[NH:24][CH:23]=[CH:22]2)(=[O:15])=[O:14].[Cl:26][C:27]1[CH:32]=[C:31]([CH3:33])[CH:30]=[CH:29][C:28]=1[CH:34]([CH:36]1[CH2:38][CH2:37]1)O. (9) Given the product [C:1]([O:9][CH:10]1[CH2:11][CH2:12][C:13](=[O:15])[CH2:14]1)(=[O:8])[C:2]1[CH:3]=[CH:4][CH:5]=[CH:6][CH:7]=1, predict the reactants needed to synthesize it. The reactants are: [C:1]([O:9][CH:10]1[CH2:14][C:13](=[O:15])[CH:12]=[CH:11]1)(=[O:8])[C:2]1[CH:7]=[CH:6][CH:5]=[CH:4][CH:3]=1.[H][H]. (10) Given the product [CH3:20][O:21][CH2:22][CH2:23][NH:24][C:17]([C:15]1[CH:16]=[C:11]([C:5]2[CH:4]=[C:3]([CH2:1][CH3:2])[C:8](=[O:9])[NH:7][C:6]=2[CH3:10])[CH:12]=[N:13][CH:14]=1)=[O:19], predict the reactants needed to synthesize it. The reactants are: [CH2:1]([C:3]1[C:8](=[O:9])[NH:7][C:6]([CH3:10])=[C:5]([C:11]2[CH:12]=[N:13][CH:14]=[C:15]([C:17]([OH:19])=O)[CH:16]=2)[CH:4]=1)[CH3:2].[CH3:20][O:21][CH2:22][CH2:23][NH2:24].